From a dataset of Catalyst prediction with 721,799 reactions and 888 catalyst types from USPTO. Predict which catalyst facilitates the given reaction. (1) Reactant: [F:1][C:2]1[CH:25]=[CH:24][CH:23]=[C:22]([F:26])[C:3]=1[C:4]([NH:6][C:7]1[CH:12]=[CH:11][C:10]([S:13][C:14]2[N:19]=[C:18](Cl)[CH:17]=[C:16]([Cl:21])[N:15]=2)=[CH:9][CH:8]=1)=[O:5].[CH3:27][C:28]1[CH:29]=[C:30]([NH2:33])[NH:31][N:32]=1.[I-].[Na+].C(N(C(C)C)CC)(C)C. Product: [F:26][C:22]1[CH:23]=[CH:24][CH:25]=[C:2]([F:1])[C:3]=1[C:4]([NH:6][C:7]1[CH:8]=[CH:9][C:10]([S:13][C:14]2[N:15]=[C:16]([Cl:21])[CH:17]=[C:18]([NH:33][C:30]3[NH:31][N:32]=[C:28]([CH3:27])[CH:29]=3)[N:19]=2)=[CH:11][CH:12]=1)=[O:5]. The catalyst class is: 434. (2) Reactant: [F:1][C:2]1[CH:7]=[C:6]([CH3:8])[CH:5]=[C:4]([F:9])[CH:3]=1.C([Li])CCC.C(O[B:19]1[O:23][C:22]([CH3:25])([CH3:24])[C:21]([CH3:27])([CH3:26])[O:20]1)(C)C. Product: [F:1][C:2]1[CH:7]=[C:6]([CH3:8])[CH:5]=[C:4]([F:9])[C:3]=1[B:19]1[O:23][C:22]([CH3:25])([CH3:24])[C:21]([CH3:27])([CH3:26])[O:20]1. The catalyst class is: 1. (3) The catalyst class is: 9. Product: [CH:13]([CH:2]1[C:3](=[O:17])[NH:4][C:5]2[CH:10]=[CH:9][C:8]([CH3:11])=[CH:7][C:6]=2[O:12]1)([CH3:15])[CH3:14]. Reactant: Br[CH:2]([CH:13]([CH3:15])[CH3:14])[CH2:3][N-:4][C:5]1[CH:10]=[CH:9][C:8]([CH3:11])=[CH:7][C:6]=1[OH:12].C(=O)([O-])[O-:17].[K+].[K+].O.Cl. (4) Reactant: [O:1]1[CH:5]=[CH:4][C:3]([C:6]2[CH:11]=[C:10]([CH3:12])[CH:9]=[C:8]([CH3:13])[C:7]=2[OH:14])=[CH:2]1.Br[CH2:16][C:17]([O:19][CH3:20])=[O:18].C(=O)([O-])[O-].[Cs+].[Cs+]. Product: [O:1]1[CH:5]=[CH:4][C:3]([C:6]2[CH:11]=[C:10]([CH3:12])[CH:9]=[C:8]([CH3:13])[C:7]=2[O:14][CH2:16][C:17]([O:19][CH3:20])=[O:18])=[CH:2]1. The catalyst class is: 10. (5) Reactant: [NH2:1][C:2]1[CH:3]=[CH:4][C:5]([F:11])=[C:6]([C:8](=[O:10])[CH3:9])[CH:7]=1.[C:12](OC([O-])=O)([O:14][C:15]([CH3:18])([CH3:17])[CH3:16])=[O:13]. Product: [C:15]([O:14][C:12](=[O:13])[NH:1][C:2]1[CH:3]=[CH:4][C:5]([F:11])=[C:6]([C:8](=[O:10])[CH3:9])[CH:7]=1)([CH3:18])([CH3:17])[CH3:16]. The catalyst class is: 7. (6) Reactant: [F:1][C:2]1[CH:7]=[CH:6][CH:5]=[CH:4][C:3]=1[C:8]1[N:12]2[N:13]=[C:14]([SH:17])[CH:15]=[CH:16][C:11]2=[N:10][N:9]=1.C(=O)([O-])[O-].[Cs+].[Cs+].Br[CH:25]([CH2:34][CH3:35])[C:26]([N:28]1[CH2:33][CH2:32][CH2:31][CH2:30][CH2:29]1)=[O:27]. Product: [F:1][C:2]1[CH:7]=[CH:6][CH:5]=[CH:4][C:3]=1[C:8]1[N:12]2[N:13]=[C:14]([S:17][CH:25]([CH2:34][CH3:35])[C:26]([N:28]3[CH2:33][CH2:32][CH2:31][CH2:30][CH2:29]3)=[O:27])[CH:15]=[CH:16][C:11]2=[N:10][N:9]=1. The catalyst class is: 3. (7) Reactant: C[O:2][C:3](=[O:28])[CH2:4][CH2:5][NH:6][C:7](=[O:27])[C:8]1[CH:13]=[CH:12][C:11]([C:14](=[CH:19][C:20]2[CH:25]=[CH:24][C:23](Br)=[CH:22][CH:21]=2)[CH2:15][CH:16]([CH3:18])[CH3:17])=[CH:10][CH:9]=1.[C:29]([C:33]1[CH:38]=[CH:37][C:36](B(O)O)=[CH:35][CH:34]=1)([CH3:32])([CH3:31])[CH3:30].[F-].[K+]. Product: [C:29]([C:33]1[CH:38]=[CH:37][C:36]([C:23]2[CH:22]=[CH:21][C:20]([CH2:19][CH:14]([C:11]3[CH:10]=[CH:9][C:8]([C:7]([NH:6][CH2:5][CH2:4][C:3]([OH:28])=[O:2])=[O:27])=[CH:13][CH:12]=3)[CH2:15][CH:16]([CH3:18])[CH3:17])=[CH:25][CH:24]=2)=[CH:35][CH:34]=1)([CH3:32])([CH3:31])[CH3:30]. The catalyst class is: 73. (8) Reactant: [CH3:1][O:2][C:3]1[CH:4]=[CH:5][C:6]([C:16]2[CH2:17][CH2:18][C:19](=[O:22])[NH:20][N:21]=2)=[C:7]2[C:12]=1[N:11]=[C:10]([CH:13]([CH3:15])[CH3:14])[CH:9]=[CH:8]2.[N+](C1C=C(S([O-])(=O)=O)C=CC=1)([O-])=O.[Na+].Cl. Product: [CH3:1][O:2][C:3]1[CH:4]=[CH:5][C:6]([C:16]2[CH:17]=[CH:18][C:19](=[O:22])[NH:20][N:21]=2)=[C:7]2[C:12]=1[N:11]=[C:10]([CH:13]([CH3:15])[CH3:14])[CH:9]=[CH:8]2. The catalyst class is: 74. (9) Reactant: [CH3:1][C:2]1[CH:7]=[C:6]([C:8]([CH3:10])=[O:9])[CH:5]=[CH:4][CH:3]=1.O.[C:12]([OH:16])(=[O:15])[CH:13]=O.[OH-].[K+]. The catalyst class is: 5. Product: [CH3:1][C:2]1[CH:7]=[C:6]([C:8](=[O:9])[CH:10]=[CH:13][C:12]([OH:16])=[O:15])[CH:5]=[CH:4][CH:3]=1. (10) Reactant: CC1(C)CCCC(C)(C)N1.[Li]CCCC.[Cl:16][C:17]1[CH:22]=[N:21][CH:20]=[CH:19][N:18]=1.CN([CH:26]=[O:27])C.[BH4-].[Na+]. Product: [Cl:16][C:17]1[C:22]([CH2:26][OH:27])=[N:21][CH:20]=[CH:19][N:18]=1. The catalyst class is: 1.